Dataset: Forward reaction prediction with 1.9M reactions from USPTO patents (1976-2016). Task: Predict the product of the given reaction. (1) Given the reactants [Cl:1][C:2]1[CH:7]=[CH:6][C:5]([C:8]2[N:12]([CH2:13][C:14]3[CH:19]=[CH:18][CH:17]=[CH:16][C:15]=3[F:20])[C:11](=[O:21])[N:10]([CH2:22][C:23]([OH:25])=O)[N:9]=2)=[CH:4][CH:3]=1.[C:26]1([CH:36]([NH2:38])[CH3:37])[C:35]2[C:30](=[CH:31][CH:32]=[CH:33][CH:34]=2)[CH:29]=[CH:28][N:27]=1, predict the reaction product. The product is: [Cl:1][C:2]1[CH:7]=[CH:6][C:5]([C:8]2[N:12]([CH2:13][C:14]3[CH:19]=[CH:18][CH:17]=[CH:16][C:15]=3[F:20])[C:11](=[O:21])[N:10]([CH2:22][C:23]([NH:38][CH:36]([C:26]3[C:35]4[C:30](=[CH:31][CH:32]=[CH:33][CH:34]=4)[CH:29]=[CH:28][N:27]=3)[CH3:37])=[O:25])[N:9]=2)=[CH:4][CH:3]=1. (2) Given the reactants [CH2:1]([O:3][C:4]([C:6]1[C:7]([C:12]2[CH:17]=[CH:16][N:15]=[CH:14][CH:13]=2)=[N:8][NH:9][C:10]=1[CH3:11])=[O:5])[CH3:2].[F:18][C:19]([F:31])([F:30])[O:20][C:21]1[CH:22]=[C:23](B(O)O)[CH:24]=[CH:25][CH:26]=1.N1C=CC=CC=1, predict the reaction product. The product is: [CH2:1]([O:3][C:4]([C:6]1[C:7]([C:12]2[CH:13]=[CH:14][N:15]=[CH:16][CH:17]=2)=[N:8][N:9]([C:23]2[CH:24]=[CH:25][CH:26]=[C:21]([O:20][C:19]([F:18])([F:30])[F:31])[CH:22]=2)[C:10]=1[CH3:11])=[O:5])[CH3:2]. (3) Given the reactants [CH3:1][O:2][C:3]1[CH:4]=[C:5]2[C:9](=[CH:10][CH:11]=1)[C:8](=[O:12])[O:7][CH:6]2[C:13]1[CH:18]=[CH:17][CH:16]=[CH:15][CH:14]=1, predict the reaction product. The product is: [CH2:6]([C:5]1[CH:4]=[C:3]([O:2][CH3:1])[CH:11]=[CH:10][C:9]=1[C:8]([OH:12])=[O:7])[C:13]1[CH:14]=[CH:15][CH:16]=[CH:17][CH:18]=1. (4) Given the reactants [CH2:1]([O:8][C:9]1[C:14](=[O:15])[N:13]2[CH:16]=[CH:17][N:18]([CH2:19][C:20]([N:22]3[CH2:27][CH2:26][N:25]([C:28]([O:30][C:31]([CH3:34])([CH3:33])[CH3:32])=[O:29])[CH2:24][CH2:23]3)=[O:21])[C:12]2=[N:11][C:10]=1[C:35](=[O:37])[SH:36])[C:2]1[CH:7]=[CH:6][CH:5]=[CH:4][CH:3]=1.[F:38][C:39]1[CH:44]=[CH:43][C:42](O)=[C:41](S(N2CCOCC2)(=O)=O)[CH:40]=1, predict the reaction product. The product is: [C:31]([O:30][C:28]([N:25]1[CH2:26][CH2:27][N:22]([C:20](=[O:21])[CH2:19][N:18]2[C:12]3=[N:11][C:10]([C:35]([S:36][CH:2]([CH:1]=[O:8])[CH2:3][C:42]4[CH:41]=[CH:40][C:39]([F:38])=[CH:44][CH:43]=4)=[O:37])=[C:9]([O:8][CH2:1][C:2]4[CH:7]=[CH:6][CH:5]=[CH:4][CH:3]=4)[C:14](=[O:15])[N:13]3[CH:16]=[CH:17]2)[CH2:23][CH2:24]1)=[O:29])([CH3:32])([CH3:33])[CH3:34].